This data is from Reaction yield outcomes from USPTO patents with 853,638 reactions. The task is: Predict the reaction yield, written as a fraction of the theoretical maximum amount of product (1.0 means a 100% yield; for example, 0.34 means a 34% yield). (1) The reactants are [F:1][C:2]1[CH:3]=[C:4]2[C:12](=[CH:13][CH:14]=1)[NH:11][C:10]1[C:9]([O:15][CH2:16][CH2:17][N:18]([CH3:20])[CH3:19])=[C:8]3[NH:21][C:22]4[CH:23]=[CH:24][C:25]([F:28])=[CH:26][C:27]=4[C:7]3=[CH:6][C:5]2=1.[CH3:29][I:30]. The catalyst is ClCCl. The product is [I-:30].[F:28][C:25]1[CH:26]=[C:27]2[C:22](=[CH:23][CH:24]=1)[NH:21][C:8]1[C:9]([O:15][CH2:16][CH2:17][N+:18]([CH3:29])([CH3:19])[CH3:20])=[C:10]3[NH:11][C:12]4[CH:13]=[CH:14][C:2]([F:1])=[CH:3][C:4]=4[C:5]3=[CH:6][C:7]2=1. The yield is 0.620. (2) The reactants are [NH2:1][CH2:2][C:3]([OH:5])=[O:4].C[N+:7]([CH3:10])(C)C.[OH-].[C:12](#[N:15])[CH:13]=[CH2:14].Cl.[CH3:17][C:18](C)=O. The catalyst is O. The product is [C:12]([CH2:13][CH2:14][N:1]([CH2:17][CH2:18][C:10]#[N:7])[CH2:2][C:3]([OH:5])=[O:4])#[N:15]. The yield is 0.993. (3) The reactants are [Br:1][C:2]1[CH:3]=[C:4]([C:8]([O:10][CH3:11])=[O:9])[O:5][C:6]=1Br.C([Mg]Cl)(C)C.O. The product is [Br:1][C:2]1[CH:3]=[C:4]([C:8]([O:10][CH3:11])=[O:9])[O:5][CH:6]=1. The catalyst is O1CCCC1. The yield is 0.580. (4) The reactants are [CH2:1]([O:5][C:6]1[N:14]=[C:13]2[C:9]([NH:10][CH:11]=[N:12]2)=[C:8]([NH2:15])[N:7]=1)[CH2:2][CH2:3][CH3:4].C(=O)([O-])[O-].[K+].[K+].[CH2:22]([O:29][C:30]1[CH:37]=[CH:36][C:33]([CH2:34]Cl)=[CH:32][CH:31]=1)[C:23]1[CH:28]=[CH:27][CH:26]=[CH:25][CH:24]=1. The catalyst is CN(C=O)C. The product is [CH2:22]([O:29][C:30]1[CH:31]=[CH:32][C:33]([CH2:34][N:12]2[CH:11]=[N:10][C:9]3[C:13]2=[N:14][C:6]([O:5][CH2:1][CH2:2][CH2:3][CH3:4])=[N:7][C:8]=3[NH2:15])=[CH:36][CH:37]=1)[C:23]1[CH:24]=[CH:25][CH:26]=[CH:27][CH:28]=1. The yield is 0.780. (5) The reactants are [C:1]1([S:7]([N:10]2[C:14]3[CH:15]=[N:16][C:17]([C:20]#[N:21])=[C:18]([OH:19])[C:13]=3[C:12]3[CH:22]=[C:23](Br)[CH:24]=[N:25][C:11]2=3)(=[O:9])=[O:8])[CH:6]=[CH:5][CH:4]=[CH:3][CH:2]=1. The catalyst is [Pd].C(OCC)(=O)C.CN(C)C=O.C(N(CC)CC)C. The product is [C:1]1([S:7]([N:10]2[C:14]3[CH:15]=[N:16][C:17]([C:20]#[N:21])=[C:18]([OH:19])[C:13]=3[C:12]3[CH:22]=[CH:23][CH:24]=[N:25][C:11]2=3)(=[O:8])=[O:9])[CH:2]=[CH:3][CH:4]=[CH:5][CH:6]=1. The yield is 0.980. (6) The reactants are [NH2:1][C:2]1[CH:7]=[C:6]([Br:8])[N:5]=[CH:4][C:3]=1[N:9]([CH3:27])[C:10]([C:12]1[C:17]([S:18]([CH2:21][CH3:22])(=[O:20])=[O:19])=[CH:16][C:15]([C:23]([F:26])([F:25])[F:24])=[CH:14][N:13]=1)=O. The catalyst is C(O)(=O)C. The product is [Br:8][C:6]1[N:5]=[CH:4][C:3]2[N:9]([CH3:27])[C:10]([C:12]3[C:17]([S:18]([CH2:21][CH3:22])(=[O:20])=[O:19])=[CH:16][C:15]([C:23]([F:26])([F:25])[F:24])=[CH:14][N:13]=3)=[N:1][C:2]=2[CH:7]=1. The yield is 0.480. (7) The reactants are [Cl:1][C:2]1[CH:11]=[C:10]2[C:5]([CH2:6][CH2:7][N:8]([C:27]([O:29][C:30]([CH3:33])([CH3:32])[CH3:31])=[O:28])[C@H:9]2[C:12]2[CH:16]=[C:15]([C:17]([C:19]3[C:20](Cl)=[N:21][CH:22]=[N:23][CH:24]=3)=[O:18])[S:14][C:13]=2[CH3:26])=[CH:4][CH:3]=1.CN(C=O)C.[NH2:39][C@@H:40]1[CH2:44][C@H:43]([CH2:45][OH:46])[C@@H:42]([O:47][Si:48]([CH:55]([CH3:57])[CH3:56])([CH:52]([CH3:54])[CH3:53])[CH:49]([CH3:51])[CH3:50])[CH2:41]1.C([O-])([O-])=O.[K+].[K+]. No catalyst specified. The product is [Cl:1][C:2]1[CH:11]=[C:10]2[C:5]([CH2:6][CH2:7][N:8]([C:27]([O:29][C:30]([CH3:32])([CH3:31])[CH3:33])=[O:28])[C@H:9]2[C:12]2[CH:16]=[C:15]([C:17]([C:19]3[C:20]([NH:39][C@H:40]4[CH2:41][C@H:42]([O:47][Si:48]([CH:52]([CH3:54])[CH3:53])([CH:55]([CH3:56])[CH3:57])[CH:49]([CH3:50])[CH3:51])[C@@H:43]([CH2:45][OH:46])[CH2:44]4)=[N:21][CH:22]=[N:23][CH:24]=3)=[O:18])[S:14][C:13]=2[CH3:26])=[CH:4][CH:3]=1. The yield is 0.840. (8) The reactants are [F:1][C:2]([F:13])([F:12])[O:3][C:4]1[CH:5]=[C:6]([CH2:10][NH2:11])[CH:7]=[CH:8][CH:9]=1.[F:14][C:15]([F:20])([F:19])[CH:16]1[O:18][CH2:17]1. No catalyst specified. The product is [F:1][C:2]([F:12])([F:13])[O:3][C:4]1[CH:5]=[C:6]([CH2:10][NH:11][CH2:17][CH:16]([OH:18])[C:15]([F:20])([F:19])[F:14])[CH:7]=[CH:8][CH:9]=1. The yield is 0.370.